From a dataset of Reaction yield outcomes from USPTO patents with 853,638 reactions. Predict the reaction yield, written as a fraction of the theoretical maximum amount of product (1.0 means a 100% yield; for example, 0.34 means a 34% yield). (1) The reactants are [O:1]1[C:5]2[CH:6]=[CH:7][C:8]([CH2:10][C:11]#N)=[CH:9][C:4]=2[O:3][CH2:2]1.Br[CH2:14][CH2:15]Cl.[OH-:17].[Na+].[OH2:19]. The catalyst is [Cl-].C([N+](CC)(CC)CC)C1C=CC=CC=1. The product is [O:1]1[C:5]2[CH:6]=[CH:7][C:8]([C:10]3([C:11]([OH:19])=[O:17])[CH2:15][CH2:14]3)=[CH:9][C:4]=2[O:3][CH2:2]1. The yield is 0.800. (2) The reactants are [I-].CS(C)=O.[CH3:6][O:7][C:8]1[CH:9]=[C:10](/[CH:16]=[CH:17]/[C:18]([C:20]2[C:21]([OH:32])=[C:22]3[C:27](=[CH:28][CH:29]=2)[O:26][C:25]([CH3:31])([CH3:30])[CH:24]=[CH:23]3)=[O:19])[CH:11]=[CH:12][C:13]=1[O:14][CH3:15]. The catalyst is S([O-])([O-])(=O)=S.[Na+].[Na+]. The product is [CH3:6][O:7][C:8]1[CH:9]=[C:10]([C:16]2[O:32][C:21]3=[C:22]4[C:27](=[CH:28][CH:29]=[C:20]3[C:18](=[O:19])[CH:17]=2)[O:26][C:25]([CH3:30])([CH3:31])[CH:24]=[CH:23]4)[CH:11]=[CH:12][C:13]=1[O:14][CH3:15]. The yield is 0.280.